Predict the reactants needed to synthesize the given product. From a dataset of Full USPTO retrosynthesis dataset with 1.9M reactions from patents (1976-2016). The reactants are: [N+:1]([C:4]1[C:9](F)=[CH:8][C:7]([O:11][CH3:12])=[CH:6][C:5]=1[F:13])([O-:3])=[O:2].[NH2:14][CH:15]1[CH2:20][CH2:19][N:18]([C:21]([O:23][C:24]([CH3:27])([CH3:26])[CH3:25])=[O:22])[CH2:17][CH2:16]1.O.C(OCC)(=O)C. Given the product [N+:1]([C:4]1[C:5]([F:13])=[CH:6][C:7]([O:11][CH3:12])=[CH:8][C:9]=1[NH:14][CH:15]1[CH2:16][CH2:17][N:18]([C:21]([O:23][C:24]([CH3:27])([CH3:26])[CH3:25])=[O:22])[CH2:19][CH2:20]1)([O-:3])=[O:2], predict the reactants needed to synthesize it.